This data is from Forward reaction prediction with 1.9M reactions from USPTO patents (1976-2016). The task is: Predict the product of the given reaction. (1) The product is: [OH:2][C:3]1[C:11]([O:12][CH3:13])=[C:10]([O:14][CH3:15])[CH:9]=[CH:8][C:4]=1[C:5]([OH:7])=[O:6]. Given the reactants C[O:2][C:3]1[C:11]([O:12][CH3:13])=[C:10]([O:14][CH3:15])[CH:9]=[CH:8][C:4]=1[C:5]([OH:7])=[O:6].B(Br)(Br)Br.C([O-])(O)=O.[Na+].Cl, predict the reaction product. (2) The product is: [C:1]([C:3]1[CH:4]=[C:5]2[C:10](=[CH:11][CH:12]=1)[N:9]([C:13]1[C:14]([C:27]3[CH:32]=[CH:31][C:30]([F:33])=[CH:29][CH:28]=3)=[N:15][C:16]3[C:21]([N:22]=1)=[CH:20][C:19]([C:23]([OH:25])=[O:24])=[CH:18][CH:17]=3)[CH2:8][CH2:7][CH2:6]2)(=[O:34])[NH2:2]. Given the reactants [C:1]([C:3]1[CH:4]=[C:5]2[C:10](=[CH:11][CH:12]=1)[N:9]([C:13]1[C:14]([C:27]3[CH:32]=[CH:31][C:30]([F:33])=[CH:29][CH:28]=3)=[N:15][C:16]3[C:21]([N:22]=1)=[CH:20][C:19]([C:23]([O:25]C)=[O:24])=[CH:18][CH:17]=3)[CH2:8][CH2:7][CH2:6]2)#[N:2].[OH:34]O.[OH-].[Na+], predict the reaction product.